From a dataset of Reaction yield outcomes from USPTO patents with 853,638 reactions. Predict the reaction yield, written as a fraction of the theoretical maximum amount of product (1.0 means a 100% yield; for example, 0.34 means a 34% yield). (1) The reactants are [NH2:1][C:2]1[CH:3]=[C:4]([CH:21]=[CH:22][CH:23]=1)[CH2:5][N:6]1[C:10]2[N:11]=[C:12]([NH2:20])[N:13]=[C:14]([C:15]3[O:16][CH:17]=[CH:18][CH:19]=3)[C:9]=2[N:8]=[N:7]1.[F:24][C:25]1[CH:32]=[CH:31][C:28]([CH:29]=O)=[CH:27][CH:26]=1.C(O[BH-](OC(=O)C)OC(=O)C)(=O)C.[Na+].C(O)(=O)C. The catalyst is C1COCC1. The product is [F:24][C:25]1[CH:32]=[CH:31][C:28]([CH2:29][NH:1][C:2]2[CH:3]=[C:4]([CH:21]=[CH:22][CH:23]=2)[CH2:5][N:6]2[C:10]3[N:11]=[C:12]([NH2:20])[N:13]=[C:14]([C:15]4[O:16][CH:17]=[CH:18][CH:19]=4)[C:9]=3[N:8]=[N:7]2)=[CH:27][CH:26]=1. The yield is 0.440. (2) The reactants are Cl[C:2]1[N:7]=[C:6]([N:8]2[CH2:13][CH2:12][O:11][CH2:10][CH2:9]2)[N:5]=[C:4]([N:14]2[C:18]3[CH:19]=[CH:20][CH:21]=[C:22]([O:23][CH3:24])[C:17]=3[N:16]=[C:15]2[CH:25]([F:27])[F:26])[N:3]=1.[NH:28]1[CH2:33][CH2:32][CH:31]([CH2:34][NH:35][C:36](=[O:42])[O:37][C:38]([CH3:41])([CH3:40])[CH3:39])[CH2:30][CH2:29]1. No catalyst specified. The product is [F:26][CH:25]([F:27])[C:15]1[N:14]([C:4]2[N:5]=[C:6]([N:8]3[CH2:13][CH2:12][O:11][CH2:10][CH2:9]3)[N:7]=[C:2]([N:28]3[CH2:33][CH2:32][CH:31]([CH2:34][NH:35][C:36](=[O:42])[O:37][C:38]([CH3:40])([CH3:39])[CH3:41])[CH2:30][CH2:29]3)[N:3]=2)[C:18]2[CH:19]=[CH:20][CH:21]=[C:22]([O:23][CH3:24])[C:17]=2[N:16]=1. The yield is 0.940. (3) The reactants are [CH3:1][C@H:2]1[CH2:7][CH2:6][C@H:5]([C:8](Cl)=[O:9])[CH2:4][CH2:3]1.[CH3:11][O:12][C:13]([C:15]1[S:16][CH:17]=[CH:18][C:19]=1[NH:20][CH:21]1[CH2:30][CH2:29][C:24]2([O:28][CH2:27][CH2:26][O:25]2)[CH2:23][CH2:22]1)=[O:14].N1C=CC=CC=1.CO. The catalyst is C1(C)C=CC=CC=1. The product is [CH3:11][O:12][C:13]([C:15]1[S:16][CH:17]=[CH:18][C:19]=1[N:20]([CH:21]1[CH2:30][CH2:29][C:24]2([O:28][CH2:27][CH2:26][O:25]2)[CH2:23][CH2:22]1)[C:8]([C@H:5]1[CH2:6][CH2:7][C@H:2]([CH3:1])[CH2:3][CH2:4]1)=[O:9])=[O:14]. The yield is 0.680. (4) The reactants are [CH3:1]C(C)([O-])C.[K+].[Br:7][C:8]1[S:12][C:11]([C:13]([C@H:15]2[CH2:20][CH2:19][C@H:18]([C:21]([O:23][CH2:24][CH3:25])=[O:22])[CH2:17][CH2:16]2)=O)=[N:10][CH:9]=1. The catalyst is [Br-].C[P+](C1C=CC=CC=1)(C1C=CC=CC=1)C1C=CC=CC=1.C(OCC)C.O.C(OCC)(=O)C. The product is [Br:7][C:8]1[S:12][C:11]([C:13]([C@H:15]2[CH2:20][CH2:19][C@H:18]([C:21]([O:23][CH2:24][CH3:25])=[O:22])[CH2:17][CH2:16]2)=[CH2:1])=[N:10][CH:9]=1. The yield is 0.620. (5) The reactants are [I-:1].[CH3:2][N+:3]1[C:12]2[C:7](=[CH:8][CH:9]=[CH:10][CH:11]=2)[C:6]([CH3:13])=[CH:5][CH:4]=1.[CH3:14][N:15]1[C:27]2[CH:26]=[CH:25][C:24]([CH:28]=O)=[CH:23][C:22]=2[C:21]2[C:16]1=[CH:17][CH:18]=[CH:19][CH:20]=2.N1CCCCC1. The catalyst is C(O)C. The product is [I-:1].[CH3:2][N+:3]1[C:12]2[C:7](=[CH:8][CH:9]=[CH:10][CH:11]=2)[C:6](/[CH:13]=[CH:28]/[C:24]2[CH:25]=[CH:26][C:27]3[N:15]([CH3:14])[C:16]4[C:21]([C:22]=3[CH:23]=2)=[CH:20][CH:19]=[CH:18][CH:17]=4)=[CH:5][CH:4]=1. The yield is 0.620.